This data is from CYP2C19 inhibition data for predicting drug metabolism from PubChem BioAssay. The task is: Regression/Classification. Given a drug SMILES string, predict its absorption, distribution, metabolism, or excretion properties. Task type varies by dataset: regression for continuous measurements (e.g., permeability, clearance, half-life) or binary classification for categorical outcomes (e.g., BBB penetration, CYP inhibition). Dataset: cyp2c19_veith. (1) The drug is Nc1nc2c(nc(Br)n2[C@@H]2O[C@H]3COP(=O)([O-])O[C@H]3[C@@H]2O)c(=O)[nH]1. The result is 0 (non-inhibitor). (2) The compound is N#Cc1c(-c2ccccc2)cc(C2CC2)nc1SCC(=O)c1cccs1. The result is 0 (non-inhibitor). (3) The compound is COc1ccc(CCNc2cc(N3CCN(C(=O)c4ccccc4F)CC3)ccc2[N+](=O)[O-])cc1OC. The result is 1 (inhibitor). (4) The result is 0 (non-inhibitor). The drug is CN(C)c1ncnc2c1ncn2CCn1cnc2c(N(C)C)ncnc21. (5) The drug is Cc1cccc(NC(=S)c2nc3ccccc3s2)c1. The result is 1 (inhibitor). (6) The drug is CCOC(=O)N1CCN(CC(=O)c2ccc3c(c2)CCN3)CC1. The result is 1 (inhibitor). (7) The compound is CC1(C)Oc2cc(N)c([N+](=O)[O-])cc2O1. The result is 1 (inhibitor). (8) The drug is CCNc1ncc2nc(-c3ccc(OC)cc3)c(=O)n(Cc3cccs3)c2n1. The result is 0 (non-inhibitor).